Dataset: Catalyst prediction with 721,799 reactions and 888 catalyst types from USPTO. Task: Predict which catalyst facilitates the given reaction. (1) Reactant: [CH:1]1N=C[N:3]([C:6]([N:8]2C=N[CH:10]=[CH:9]2)=[O:7])[CH:2]=1.C(N)[C:14]1[CH:19]=[CH:18]C=[CH:16][CH:15]=1.NC1[CH:30]=[CH:29][C:25]([C:26]([OH:28])=[O:27])=[CH:24][CH:23]=1. Product: [CH2:9]([NH:8][C:6](=[O:7])[NH:3][CH2:2][C:1]1[CH:23]=[CH:24][C:25]([C:26]([OH:28])=[O:27])=[CH:29][CH:30]=1)[C:10]1[CH:18]=[CH:19][CH:14]=[CH:15][CH:16]=1. The catalyst class is: 74. (2) Reactant: [C:1]([C@H:5]1[C:31](=[O:32])[N:30]2[CH2:33][C@@H:27]([CH2:28][C@H:29]2[C:34]([O:36]C)=[O:35])[O:26][C:25]2[C:16](=[N:17][C:18]3[C:23]([CH:24]=2)=[CH:22][C:21]([O:38][CH3:39])=[CH:20][CH:19]=3)[CH:15]=[CH:14][CH2:13][CH2:12][CH2:11][C@@H:10]2[CH2:40][CH2:41][CH2:42][C@H:9]2[O:8][C:7](=[O:43])[NH:6]1)([CH3:4])([CH3:3])[CH3:2].CO.O[Li].O. Product: [C:1]([C@H:5]1[C:31](=[O:32])[N:30]2[CH2:33][C@@H:27]([CH2:28][C@H:29]2[C:34]([OH:36])=[O:35])[O:26][C:25]2[C:16](=[N:17][C:18]3[C:23]([CH:24]=2)=[CH:22][C:21]([O:38][CH3:39])=[CH:20][CH:19]=3)[CH2:15][CH2:14][CH2:13][CH2:12][CH2:11][C@@H:10]2[CH2:40][CH2:41][CH2:42][C@H:9]2[O:8][C:7](=[O:43])[NH:6]1)([CH3:4])([CH3:2])[CH3:3]. The catalyst class is: 6.